From a dataset of Full USPTO retrosynthesis dataset with 1.9M reactions from patents (1976-2016). Predict the reactants needed to synthesize the given product. (1) The reactants are: Cl[C:2]1[CH:7]=[CH:6][C:5]([C:8](=[O:14])[CH2:9][CH2:10][C:11]([OH:13])=[O:12])=[CH:4][C:3]=1[N+:15]([O-:17])=[O:16].C(O)(=O)C.[CH3:22][NH2:23]. Given the product [CH3:22][NH:23][C:2]1[CH:7]=[CH:6][C:5]([C:8](=[O:14])[CH2:9][CH2:10][C:11]([OH:13])=[O:12])=[CH:4][C:3]=1[N+:15]([O-:17])=[O:16], predict the reactants needed to synthesize it. (2) Given the product [Si:22]([O:9][CH2:8][C:6]1[N:7]=[C:2]([CH3:1])[C:3]([N+:10]([O-:12])=[O:11])=[CH:4][CH:5]=1)([C:19]([CH3:21])([CH3:20])[CH3:18])([CH3:24])[CH3:23], predict the reactants needed to synthesize it. The reactants are: [CH3:1][C:2]1[N:7]=[C:6]([CH2:8][OH:9])[CH:5]=[CH:4][C:3]=1[N+:10]([O-:12])=[O:11].N1C=CN=C1.[CH3:18][C:19]([Si:22](Cl)([CH3:24])[CH3:23])([CH3:21])[CH3:20].